From a dataset of Forward reaction prediction with 1.9M reactions from USPTO patents (1976-2016). Predict the product of the given reaction. (1) Given the reactants [I:1][C:2]1[CH:3]=[C:4]2[C:9](=[CH:10][CH:11]=1)[C:8](=[O:12])[NH:7][C:6](=[O:13])/[C:5]/2=[CH:14]/OC.[CH3:17][N:18]([CH2:20][CH:21]1[CH2:26][CH2:25][N:24]([C:27]2[CH:32]=[CH:31][C:30]([NH2:33])=[CH:29][CH:28]=2)[CH2:23][CH2:22]1)[CH3:19].FC(F)(F)C(O)=O.C(N(CC)CC)C, predict the reaction product. The product is: [CH3:19][N:18]([CH2:20][CH:21]1[CH2:22][CH2:23][N:24]([C:27]2[CH:32]=[CH:31][C:30]([NH:33]/[CH:14]=[C:5]3\[C:6](=[O:13])[NH:7][C:8](=[O:12])[C:9]4[C:4]\3=[CH:3][C:2]([I:1])=[CH:11][CH:10]=4)=[CH:29][CH:28]=2)[CH2:25][CH2:26]1)[CH3:17]. (2) Given the reactants [CH2:1]([N:5]1[CH2:9][CH2:8][CH:7]([S:10]([C:13]2[CH:18]=[CH:17][C:16]([OH:19])=[CH:15][CH:14]=2)(=[O:12])=[O:11])[CH2:6]1)[CH2:2][CH:3]=[CH2:4].CN(C=O)C.Br[C:26]1[CH:27]=[C:28]([CH3:32])[CH:29]=[CH:30][CH:31]=1.C([O-])([O-])=O.[K+].[K+], predict the reaction product. The product is: [C:28]1([CH3:32])[CH:29]=[CH:30][CH:31]=[C:26]([CH2:4][CH2:3][CH2:2][CH2:1][N:5]2[CH2:9][CH2:8][CH:7]([S:10]([C:13]3[CH:14]=[CH:15][C:16]([OH:19])=[CH:17][CH:18]=3)(=[O:12])=[O:11])[CH2:6]2)[CH:27]=1.